Dataset: Peptide-MHC class I binding affinity with 185,985 pairs from IEDB/IMGT. Task: Regression. Given a peptide amino acid sequence and an MHC pseudo amino acid sequence, predict their binding affinity value. This is MHC class I binding data. The peptide sequence is TAIRAGYSI. The MHC is HLA-A02:06 with pseudo-sequence HLA-A02:06. The binding affinity (normalized) is 0.173.